The task is: Regression. Given two drug SMILES strings and cell line genomic features, predict the synergy score measuring deviation from expected non-interaction effect.. This data is from NCI-60 drug combinations with 297,098 pairs across 59 cell lines. (1) Drug 1: CNC(=O)C1=CC=CC=C1SC2=CC3=C(C=C2)C(=NN3)C=CC4=CC=CC=N4. Drug 2: CC1=C(C(CCC1)(C)C)C=CC(=CC=CC(=CC(=O)O)C)C. Cell line: ACHN. Synergy scores: CSS=17.1, Synergy_ZIP=-3.17, Synergy_Bliss=1.92, Synergy_Loewe=3.20, Synergy_HSA=4.27. (2) Drug 1: C1=C(C(=O)NC(=O)N1)N(CCCl)CCCl. Drug 2: C1CNP(=O)(OC1)N(CCCl)CCCl. Cell line: OVCAR-8. Synergy scores: CSS=19.1, Synergy_ZIP=-0.262, Synergy_Bliss=-0.691, Synergy_Loewe=-19.2, Synergy_HSA=-1.27. (3) Drug 1: C1=CC(=CC=C1C#N)C(C2=CC=C(C=C2)C#N)N3C=NC=N3. Drug 2: C1CN(CCN1C(=O)CCBr)C(=O)CCBr. Cell line: HL-60(TB). Synergy scores: CSS=72.1, Synergy_ZIP=2.84, Synergy_Bliss=1.01, Synergy_Loewe=10.3, Synergy_HSA=5.65. (4) Drug 1: C#CCC(CC1=CN=C2C(=N1)C(=NC(=N2)N)N)C3=CC=C(C=C3)C(=O)NC(CCC(=O)O)C(=O)O. Drug 2: N.N.Cl[Pt+2]Cl. Cell line: EKVX. Synergy scores: CSS=13.5, Synergy_ZIP=-2.96, Synergy_Bliss=1.36, Synergy_Loewe=2.04, Synergy_HSA=1.95. (5) Drug 1: CCC1(CC2CC(C3=C(CCN(C2)C1)C4=CC=CC=C4N3)(C5=C(C=C6C(=C5)C78CCN9C7C(C=CC9)(C(C(C8N6C)(C(=O)OC)O)OC(=O)C)CC)OC)C(=O)OC)O.OS(=O)(=O)O. Drug 2: CCC1(C2=C(COC1=O)C(=O)N3CC4=CC5=C(C=CC(=C5CN(C)C)O)N=C4C3=C2)O.Cl. Cell line: DU-145. Synergy scores: CSS=61.1, Synergy_ZIP=1.65, Synergy_Bliss=2.58, Synergy_Loewe=-9.16, Synergy_HSA=0.742. (6) Drug 1: C1C(C(OC1N2C=NC3=C(N=C(N=C32)Cl)N)CO)O. Drug 2: CC1=C(C=C(C=C1)C(=O)NC2=CC(=CC(=C2)C(F)(F)F)N3C=C(N=C3)C)NC4=NC=CC(=N4)C5=CN=CC=C5. Cell line: NCI-H460. Synergy scores: CSS=0.773, Synergy_ZIP=0.826, Synergy_Bliss=1.76, Synergy_Loewe=-0.432, Synergy_HSA=-0.454. (7) Drug 1: COC1=CC(=CC(=C1O)OC)C2C3C(COC3=O)C(C4=CC5=C(C=C24)OCO5)OC6C(C(C7C(O6)COC(O7)C8=CC=CS8)O)O. Drug 2: C(CN)CNCCSP(=O)(O)O. Cell line: UACC62. Synergy scores: CSS=34.8, Synergy_ZIP=-9.32, Synergy_Bliss=0.684, Synergy_Loewe=-41.2, Synergy_HSA=0.0630. (8) Drug 1: C1C(C(OC1N2C=C(C(=O)NC2=O)F)CO)O. Drug 2: C1CCC(C(C1)N)N.C(=O)(C(=O)[O-])[O-].[Pt+4]. Cell line: CCRF-CEM. Synergy scores: CSS=73.1, Synergy_ZIP=0.255, Synergy_Bliss=0.647, Synergy_Loewe=1.76, Synergy_HSA=5.15. (9) Drug 1: CC1=C2C(C(=O)C3(C(CC4C(C3C(C(C2(C)C)(CC1OC(=O)C(C(C5=CC=CC=C5)NC(=O)OC(C)(C)C)O)O)OC(=O)C6=CC=CC=C6)(CO4)OC(=O)C)OC)C)OC. Drug 2: CCC1(CC2CC(C3=C(CCN(C2)C1)C4=CC=CC=C4N3)(C5=C(C=C6C(=C5)C78CCN9C7C(C=CC9)(C(C(C8N6C)(C(=O)OC)O)OC(=O)C)CC)OC)C(=O)OC)O.OS(=O)(=O)O. Cell line: UACC62. Synergy scores: CSS=55.3, Synergy_ZIP=7.18, Synergy_Bliss=7.65, Synergy_Loewe=7.19, Synergy_HSA=11.9.